This data is from Catalyst prediction with 721,799 reactions and 888 catalyst types from USPTO. The task is: Predict which catalyst facilitates the given reaction. (1) Reactant: [C:1]([N:8]1[CH2:11][C:10](=[O:12])[CH2:9]1)([O:3][C:4]([CH3:7])([CH3:6])[CH3:5])=[O:2].[CH3:13][C:14]([CH3:18])([CH3:17])[C:15]#[CH:16]. Product: [C:14]([C:15]1[CH2:16][N:8]([C:1]([O:3][C:4]([CH3:5])([CH3:6])[CH3:7])=[O:2])[CH2:11][C:10](=[O:12])[CH:9]=1)([CH3:18])([CH3:17])[CH3:13]. The catalyst class is: 11. (2) Reactant: C([N:8]1[CH2:13][CH2:12][N:11](CC2C=CC=CC=2)[CH2:10][C@@H:9]1[CH2:21][CH2:22][C:23]1[CH:28]=[CH:27][CH:26]=[CH:25][C:24]=1[Cl:29])C1C=CC=CC=1.ClC(OC(Cl)C)=O. Product: [Cl:29][C:24]1[CH:25]=[CH:26][CH:27]=[CH:28][C:23]=1[CH2:22][CH2:21][C@H:9]1[CH2:10][NH:11][CH2:12][CH2:13][NH:8]1. The catalyst class is: 68. (3) Reactant: [N:1]1([CH2:7][CH2:8][N:9]2[C:13]3[CH:14]=[CH:15][C:16](B4OC(C)(C)C(C)(C)O4)=[CH:17][C:12]=3[NH:11][C:10]2=[O:27])[CH2:6][CH2:5][O:4][CH2:3][CH2:2]1.Br[CH:29]=[C:30]1[C:36]2[CH:37]=[CH:38][CH:39]=[CH:40][C:35]=2[CH2:34][O:33][C:32]2[CH:41]=[C:42]([F:45])[CH:43]=[CH:44][C:31]1=2.C([O-])([O-])=O.[Na+].[Na+]. Product: [F:45][C:42]1[CH:43]=[CH:44][C:31]2[C:30](=[CH:29][C:16]3[CH:15]=[CH:14][C:13]4[N:9]([CH2:8][CH2:7][N:1]5[CH2:2][CH2:3][O:4][CH2:5][CH2:6]5)[C:10](=[O:27])[NH:11][C:12]=4[CH:17]=3)[C:36]3[CH:37]=[CH:38][CH:39]=[CH:40][C:35]=3[CH2:34][O:33][C:32]=2[CH:41]=1. The catalyst class is: 203. (4) Reactant: [CH3:1][N:2]1[CH:6]=[CH:5][N:4]=[N:3]1.C([Li])CCC.Cl[Sn:13]([CH3:16])([CH3:15])[CH3:14]. Product: [CH3:1][N:2]1[C:6]([Sn:13]([CH3:16])([CH3:15])[CH3:14])=[CH:5][N:4]=[N:3]1. The catalyst class is: 7. (5) Reactant: [CH3:1][C:2]([O:5][C:6]([NH:8][C@H:9]1[CH2:18][C:17]2[N:16]=[CH:15][C:14]([NH:19][C:20]3[C:25]([NH:26][CH2:27][C:28]([O:30][CH2:31][CH3:32])=[O:29])=[CH:24][CH:23]=[C:22]([O:33][CH3:34])[N:21]=3)=[CH:13][C:12]=2[CH2:11][C@H:10]1[OH:35])=[O:7])([CH3:4])[CH3:3].[C:36]([Si:40]([CH3:43])([CH3:42])Cl)([CH3:39])([CH3:38])[CH3:37].N1C=CN=C1. Product: [CH3:37][C:36]([Si:40]([CH3:43])([CH3:42])[O:35][C@H:10]1[C@@H:9]([NH:8][C:6]([O:5][C:2]([CH3:3])([CH3:4])[CH3:1])=[O:7])[CH2:18][C:17]2[N:16]=[CH:15][C:14]([NH:19][C:20]3[C:25]([NH:26][CH2:27][C:28]([O:30][CH2:31][CH3:32])=[O:29])=[CH:24][CH:23]=[C:22]([O:33][CH3:34])[N:21]=3)=[CH:13][C:12]=2[CH2:11]1)([CH3:39])[CH3:38]. The catalyst class is: 18.